Dataset: Forward reaction prediction with 1.9M reactions from USPTO patents (1976-2016). Task: Predict the product of the given reaction. (1) Given the reactants [CH3:1][CH:2]1[O:7][C:6]2[C:8]([CH2:26][CH2:27][CH3:28])=[CH:9][C:10]([CH2:12][N:13]3[CH2:18][CH2:17][N:16](C(OC(C)(C)C)=O)[CH2:15][CH2:14]3)=[CH:11][C:5]=2[NH:4][C:3]1=[O:29].C(O)(C(F)(F)F)=O, predict the reaction product. The product is: [CH3:1][CH:2]1[O:7][C:6]2[C:8]([CH2:26][CH2:27][CH3:28])=[CH:9][C:10]([CH2:12][N:13]3[CH2:14][CH2:15][NH:16][CH2:17][CH2:18]3)=[CH:11][C:5]=2[NH:4][C:3]1=[O:29]. (2) Given the reactants [CH:1]1([C@@H:4]([C:10]2[CH:15]=[CH:14][CH:13]=[C:12]([O:16][CH2:17][C:18]3[CH:23]=[N:22][C:21]([C:24]4[C:29]([F:30])=[CH:28][N:27]=[C:26]([O:31][CH3:32])[CH:25]=4)=[C:20]([CH2:33][CH:34]([CH3:36])[CH3:35])[N:19]=3)[CH:11]=2)[CH2:5][C:6]([O:8]C)=[O:7])[CH2:3][CH2:2]1.O[Li].O, predict the reaction product. The product is: [CH:1]1([C@@H:4]([C:10]2[CH:15]=[CH:14][CH:13]=[C:12]([O:16][CH2:17][C:18]3[CH:23]=[N:22][C:21]([C:24]4[C:29]([F:30])=[CH:28][N:27]=[C:26]([O:31][CH3:32])[CH:25]=4)=[C:20]([CH2:33][CH:34]([CH3:36])[CH3:35])[N:19]=3)[CH:11]=2)[CH2:5][C:6]([OH:8])=[O:7])[CH2:2][CH2:3]1.